Dataset: Catalyst prediction with 721,799 reactions and 888 catalyst types from USPTO. Task: Predict which catalyst facilitates the given reaction. (1) Reactant: C1(P(C2C=CC=CC=2)C2C=CC=CC=2)C=CC=CC=1.[Br:20][C:21]1[CH:22]=[C:23]([CH2:29]O)[CH:24]=[C:25]([O:27][CH3:28])[CH:26]=1.[Br:31]N1C(=O)CCC1=O. Product: [Br:20][C:21]1[CH:26]=[C:25]([O:27][CH3:28])[CH:24]=[C:23]([CH2:29][Br:31])[CH:22]=1. The catalyst class is: 4. (2) Reactant: [CH2:1]([N:3]([CH2:13][CH3:14])[C:4]1[CH:11]=[CH:10][C:7]([CH:8]=[O:9])=[C:6]([OH:12])[CH:5]=1)[CH3:2].C(=O)([O-])[O-].[K+].[K+].[CH2:21](Br)[C:22]1[CH:27]=[CH:26][CH:25]=[CH:24][CH:23]=1. Product: [CH2:21]([O:12][C:6]1[CH:5]=[C:4]([N:3]([CH2:1][CH3:2])[CH2:13][CH3:14])[CH:11]=[CH:10][C:7]=1[CH:8]=[O:9])[C:22]1[CH:27]=[CH:26][CH:25]=[CH:24][CH:23]=1. The catalyst class is: 21.